Dataset: Full USPTO retrosynthesis dataset with 1.9M reactions from patents (1976-2016). Task: Predict the reactants needed to synthesize the given product. (1) Given the product [Br:2][C:3]1[CH:4]=[C:5]([C:9]([NH:11][CH:12]2[CH2:13][CH2:14][N:15]([CH2:24][C:20]3[N:19]([CH3:18])[CH:23]=[CH:22][N:21]=3)[CH2:16][CH2:17]2)=[O:10])[NH:6][C:7]=1[CH3:8], predict the reactants needed to synthesize it. The reactants are: Cl.[Br:2][C:3]1[CH:4]=[C:5]([C:9]([NH:11][CH:12]2[CH2:17][CH2:16][NH:15][CH2:14][CH2:13]2)=[O:10])[NH:6][C:7]=1[CH3:8].[CH3:18][N:19]1[CH:23]=[CH:22][N:21]=[C:20]1[CH:24]=O. (2) Given the product [CH:3]12[CH2:4][CH:5]([CH2:1][CH2:2]1)[CH2:6][CH:7]2[C:11]1[CH:16]=[C:15]([C:17]2[CH:22]=[CH:21][CH:20]=[CH:19][CH:18]=2)[N:14]=[CH:13][N:12]=1, predict the reactants needed to synthesize it. The reactants are: [CH2:1]1[CH:5]2[CH2:6][CH:7](Br)[CH:3]([CH2:4]2)[CH2:2]1.[Mg].Cl[C:11]1[CH:16]=[C:15]([C:17]2[CH:22]=[CH:21][CH:20]=[CH:19][CH:18]=2)[N:14]=[CH:13][N:12]=1.[Cl-].[NH4+].N1C=CC=NC=1.